This data is from Full USPTO retrosynthesis dataset with 1.9M reactions from patents (1976-2016). The task is: Predict the reactants needed to synthesize the given product. (1) Given the product [Cl:1][C:2]1[CH:7]=[CH:6][C:5]([C:8]2[C:14]3[CH:15]=[CH:16][CH:17]=[CH:18][C:13]=3[C:12]3=[C:19]([CH3:22])[O:20][N:21]=[C:11]3[C@@H:10]([CH2:23][C:24]([NH:26][CH2:27][CH3:28])=[O:25])[N:9]=2)=[CH:4][CH:3]=1, predict the reactants needed to synthesize it. The reactants are: [Cl:1][C:2]1[CH:7]=[CH:6][C:5]([C:8]2[C:14]3[CH:15]=[CH:16][CH:17]=[CH:18][C:13]=3[C:12]3=[C:19]([CH3:22])[O:20][N:21]=[C:11]3[C@H:10]([CH2:23][C:24]([NH:26][CH2:27][CH3:28])=[O:25])[N:9]=2)=[CH:4][CH:3]=1.C([O-])(=O)CC. (2) Given the product [C:13]([N:4]1[CH:3]=[C:2]([I:1])[CH:6]=[N:5]1)([C:7]1[CH:12]=[CH:11][CH:10]=[CH:9][CH:8]=1)([C:20]1[CH:21]=[CH:22][CH:23]=[CH:24][CH:25]=1)[C:14]1[CH:15]=[CH:16][CH:17]=[CH:18][CH:19]=1, predict the reactants needed to synthesize it. The reactants are: [I:1][C:2]1[CH:3]=[N:4][NH:5][CH:6]=1.[C:7]1([C:13](Cl)([C:20]2[CH:25]=[CH:24][CH:23]=[CH:22][CH:21]=2)[C:14]2[CH:19]=[CH:18][CH:17]=[CH:16][CH:15]=2)[CH:12]=[CH:11][CH:10]=[CH:9][CH:8]=1.C(N(CC)CC)C.